From a dataset of Reaction yield outcomes from USPTO patents with 853,638 reactions. Predict the reaction yield, written as a fraction of the theoretical maximum amount of product (1.0 means a 100% yield; for example, 0.34 means a 34% yield). (1) The reactants are [CH2:1]([O:8][C:9]([NH:11][C:12]1[C:13](=[O:45])[N:14]([CH2:18][C:19]([NH:21][CH:22]([C:31](=[O:44])[CH2:32][O:33][C:34](=[O:43])[C:35]2[C:40]([Cl:41])=[CH:39][CH:38]=[CH:37][C:36]=2[Cl:42])[CH2:23][C:24]([O:26]C(C)(C)C)=[O:25])=[O:20])[CH:15]=[CH:16][CH:17]=1)=[O:10])[C:2]1[CH:7]=[CH:6][CH:5]=[CH:4][CH:3]=1.FC(F)(F)C(O)=O. The catalyst is ClCCl. The product is [CH2:1]([O:8][C:9]([NH:11][C:12]1[C:13](=[O:45])[N:14]([CH2:18][C:19]([NH:21][CH:22]([C:31](=[O:44])[CH2:32][O:33][C:34](=[O:43])[C:35]2[C:40]([Cl:41])=[CH:39][CH:38]=[CH:37][C:36]=2[Cl:42])[CH2:23][C:24]([OH:26])=[O:25])=[O:20])[CH:15]=[CH:16][CH:17]=1)=[O:10])[C:2]1[CH:7]=[CH:6][CH:5]=[CH:4][CH:3]=1. The yield is 0.850. (2) The reactants are [C:1]1([CH:7]([C:17]2[CH:22]=[CH:21][CH:20]=[CH:19][CH:18]=2)[N:8]2[CH2:11][CH:10](CS([O-])(=O)=O)[CH2:9]2)[CH:6]=[CH:5][CH:4]=[CH:3][CH:2]=1.[C:23]([C:27]1[CH:32]=[CH:31][CH:30]=[CH:29][C:28]=1[OH:33])([CH3:26])([CH3:25])[CH3:24].[OH-].[Na+]. The catalyst is [Br-].C([N+](CCCC)(CCCC)CCCC)CCC.C1(C)C=CC=CC=1.C(OCC)(=O)C. The product is [CH:7]([N:8]1[CH2:11][CH:10]([O:33][C:28]2[CH:29]=[CH:30][CH:31]=[CH:32][C:27]=2[C:23]([CH3:26])([CH3:24])[CH3:25])[CH2:9]1)([C:17]1[CH:18]=[CH:19][CH:20]=[CH:21][CH:22]=1)[C:1]1[CH:2]=[CH:3][CH:4]=[CH:5][CH:6]=1. The yield is 0.660. (3) The reactants are [Cl:1][C:2]1[CH:7]=[CH:6][C:5]([C:8]2[N:12]([CH:13]([CH:16]3[CH2:21][CH2:20][CH2:19][CH2:18][CH2:17]3)[CH2:14][OH:15])[C:11]3[CH:22]=[C:23]([F:27])[C:24]([F:26])=[CH:25][C:10]=3[N:9]=2)=[CH:4][CH:3]=1.[H-].[Na+].Br[CH2:31][CH:32]1[CH2:37][CH2:36][CH2:35][CH2:34][CH2:33]1.C(OCC)(=O)C. The catalyst is CN(C)C=O. The product is [Cl:1][C:2]1[CH:7]=[CH:6][C:5]([C:8]2[N:12]([CH:13]([CH:16]3[CH2:17][CH2:18][CH2:19][CH2:20][CH2:21]3)[CH2:14][O:15][CH2:31][CH:32]3[CH2:37][CH2:36][CH2:35][CH2:34][CH2:33]3)[C:11]3[CH:22]=[C:23]([F:27])[C:24]([F:26])=[CH:25][C:10]=3[N:9]=2)=[CH:4][CH:3]=1. The yield is 0.390. (4) The reactants are [CH2:1]([O:5][C:6]1[CH:13]=[CH:12][C:9]([C:10]#[N:11])=[CH:8][CH:7]=1)[CH:2]([CH3:4])[CH3:3].CN(C)C=O.O.[SH2:20].[Na].[Cl-].[NH4+]. The catalyst is O. The product is [CH2:1]([O:5][C:6]1[CH:7]=[CH:8][C:9]([C:10](=[S:20])[NH2:11])=[CH:12][CH:13]=1)[CH:2]([CH3:4])[CH3:3]. The yield is 0.970. (5) The reactants are [CH3:1][C:2]1[N:7]=[CH:6][C:5]([NH:8][C:9]2[CH:17]=[CH:16][C:12]([C:13]([OH:15])=O)=[CH:11][N:10]=2)=[CH:4][CH:3]=1.S(Cl)(Cl)=O.[NH:22]1[CH2:27][CH2:26][CH2:25][CH2:24][CH2:23]1.C(N(CC)CC)C. The catalyst is C(Cl)Cl.CC(OC)(C)C. The product is [CH3:1][C:2]1[N:7]=[CH:6][C:5]([NH:8][C:9]2[N:10]=[CH:11][C:12]([C:13]([N:22]3[CH2:27][CH2:26][CH2:25][CH2:24][CH2:23]3)=[O:15])=[CH:16][CH:17]=2)=[CH:4][CH:3]=1. The yield is 0.630. (6) The reactants are [Br:1][C:2]1[CH:7]=[CH:6][C:5]([NH2:8])=[CH:4][C:3]=1[O:9][C:10]([F:13])([F:12])[F:11].[Cl:14]N1C(=O)CCC1=O. The catalyst is C(#N)C. The product is [Br:1][C:2]1[C:3]([O:9][C:10]([F:12])([F:11])[F:13])=[CH:4][C:5]([NH2:8])=[C:6]([Cl:14])[CH:7]=1. The yield is 0.640. (7) The reactants are [CH2:1]([O:8][C:9]1[C:14](=[O:15])[N:13]2[CH:16]=[C:17]([N:21]3[CH2:26][CH2:25][O:24][CH2:23][CH2:22]3)[CH:18]=[C:19](Br)[C:12]2=[N:11][C:10]=1[C:27]1[S:28][C:29]([CH2:32][C:33]2[CH:38]=[CH:37][C:36]([F:39])=[CH:35][CH:34]=2)=[CH:30][N:31]=1)[C:2]1[CH:7]=[CH:6][CH:5]=[CH:4][CH:3]=1.[CH:40]([N:43]1[CH2:47][CH2:46][NH:45][C:44]1=[O:48])([CH3:42])[CH3:41].CC1(C)C2C(=C(P(C3C=CC=CC=3)C3C=CC=CC=3)C=CC=2)OC2C(P(C3C=CC=CC=3)C3C=CC=CC=3)=CC=CC1=2.C([O-])([O-])=O.[Cs+].[Cs+].N#N. The catalyst is O1CCOCC1.C1C=CC(/C=C/C(/C=C/C2C=CC=CC=2)=O)=CC=1.C1C=CC(/C=C/C(/C=C/C2C=CC=CC=2)=O)=CC=1.C1C=CC(/C=C/C(/C=C/C2C=CC=CC=2)=O)=CC=1.[Pd].[Pd].O. The product is [CH2:1]([O:8][C:9]1[C:14](=[O:15])[N:13]2[CH:16]=[C:17]([N:21]3[CH2:26][CH2:25][O:24][CH2:23][CH2:22]3)[CH:18]=[C:19]([N:45]3[CH2:46][CH2:47][N:43]([CH:40]([CH3:42])[CH3:41])[C:44]3=[O:48])[C:12]2=[N:11][C:10]=1[C:27]1[S:28][C:29]([CH2:32][C:33]2[CH:38]=[CH:37][C:36]([F:39])=[CH:35][CH:34]=2)=[CH:30][N:31]=1)[C:2]1[CH:7]=[CH:6][CH:5]=[CH:4][CH:3]=1. The yield is 0.810. (8) The reactants are Cl.[NH2:2][C@@H:3]1[C:11]2[C:6](=[C:7]([C:12]3[S:16][C:15]([C:17]4[CH:18]=[CH:19][C:20]([O:25][CH:26]([CH3:28])[CH3:27])=[C:21]([CH:24]=4)[C:22]#[N:23])=[N:14][N:13]=3)[CH:8]=[CH:9][CH:10]=2)[CH2:5][CH2:4]1.[NH:29]1[CH:33]=[CH:32][N:31]=[C:30]1[CH:34]=O.[BH4-].[Na+]. The catalyst is CO.C(O)(=O)C. The product is [NH:29]1[CH:33]=[CH:32][N:31]=[C:30]1[CH2:34][NH:2][C@@H:3]1[C:11]2[C:6](=[C:7]([C:12]3[S:16][C:15]([C:17]4[CH:18]=[CH:19][C:20]([O:25][CH:26]([CH3:28])[CH3:27])=[C:21]([CH:24]=4)[C:22]#[N:23])=[N:14][N:13]=3)[CH:8]=[CH:9][CH:10]=2)[CH2:5][CH2:4]1. The yield is 0.810. (9) The reactants are [OH:1][CH2:2]/[C:3](/[C:8]1[CH:13]=[CH:12][CH:11]=[CH:10][CH:9]=1)=[CH:4]/[N+:5]([O-:7])=[O:6].C=CC. No catalyst specified. The product is [OH:1][CH2:2][CH:3]([C:8]1[CH:13]=[CH:12][CH:11]=[CH:10][CH:9]=1)[CH2:4][N+:5]([O-:7])=[O:6]. The yield is 0.550. (10) The product is [CH3:1][O:2][C:3]([C:5]1[CH:6]=[C:7]([C:12]2[CH:17]=[CH:16][C:15]([CH3:18])=[CH:14][CH:13]=2)[CH:8]=[C:9]([NH:11][C:25](=[O:27])[CH3:26])[CH:10]=1)=[O:4]. The yield is 1.00. The catalyst is C(Cl)Cl.C(OCC)(=O)C. The reactants are [CH3:1][O:2][C:3]([C:5]1[CH:6]=[C:7]([C:12]2[CH:17]=[CH:16][C:15]([CH3:18])=[CH:14][CH:13]=2)[CH:8]=[C:9]([NH2:11])[CH:10]=1)=[O:4].N1C=CC=CC=1.[C:25](OC(=O)C)(=[O:27])[CH3:26].